From a dataset of Reaction yield outcomes from USPTO patents with 853,638 reactions. Predict the reaction yield, written as a fraction of the theoretical maximum amount of product (1.0 means a 100% yield; for example, 0.34 means a 34% yield). The reactants are C[O:2][C:3]([C:5]1([CH2:11][S:12](Cl)(=[O:14])=[O:13])[CH2:10][CH2:9][O:8][CH2:7][CH2:6]1)=[O:4].Cl.[Br:17][C:18]1[CH:23]=[CH:22][C:21]([N:24]2[CH2:29][CH2:28][NH:27][CH2:26][CH2:25]2)=[CH:20][CH:19]=1.C(N(CC)CC)C. The catalyst is ClCCl. The product is [Br:17][C:18]1[CH:19]=[CH:20][C:21]([N:24]2[CH2:29][CH2:28][N:27]([S:12]([CH2:11][C:5]3([C:3]([OH:2])=[O:4])[CH2:10][CH2:9][O:8][CH2:7][CH2:6]3)(=[O:14])=[O:13])[CH2:26][CH2:25]2)=[CH:22][CH:23]=1. The yield is 0.510.